Task: Predict the product of the given reaction.. Dataset: Forward reaction prediction with 1.9M reactions from USPTO patents (1976-2016) (1) Given the reactants [Br:1][C:2]1[CH:3]=[CH:4][C:5]([N+:14]([O-])=O)=[C:6]([CH:13]=1)[O:7][CH2:8][CH2:9][N:10]([CH3:12])[CH3:11], predict the reaction product. The product is: [Br:1][C:2]1[CH:3]=[CH:4][C:5]([NH2:14])=[C:6]([O:7][CH2:8][CH2:9][N:10]([CH3:12])[CH3:11])[CH:13]=1. (2) Given the reactants [CH3:1][C:2]1[CH:7]=[C:6]([CH3:8])[CH:5]=[C:4]([CH3:9])[C:3]=1[NH:10][C:11]([NH:13][C:14]1[C:19]([CH3:20])=[CH:18][C:17]([CH3:21])=[CH:16][C:15]=1[CH3:22])=O.C1C=CC(P(C2C=CC=CC=2)C2C=CC=CC=2)=CC=1.BrBr.CCN(CC)CC.NC(N)=O, predict the reaction product. The product is: [CH3:1][C:2]1[CH:7]=[C:6]([CH3:8])[CH:5]=[C:4]([CH3:9])[C:3]=1[N:10]=[C:11]=[N:13][C:14]1[C:19]([CH3:20])=[CH:18][C:17]([CH3:21])=[CH:16][C:15]=1[CH3:22]. (3) Given the reactants O.[CH:2]1[C:7]([N+:8]([O-:10])=[O:9])=[CH:6][CH:5]=[C:4]([O:11][C@@H]2O[C@H](CO)[C@@H](O[C@@H]3O[C@H](CO)[C@@H](O)[C@H](O)[C@H]3O)[C@H](O)[C@H]2O)[CH:3]=1, predict the reaction product. The product is: [CH:6]1[C:7]([N+:8]([O-:10])=[O:9])=[CH:2][CH:3]=[C:4]([OH:11])[CH:5]=1.